This data is from Blood-brain barrier penetration binary classification data from Martins et al.. The task is: Regression/Classification. Given a drug SMILES string, predict its absorption, distribution, metabolism, or excretion properties. Task type varies by dataset: regression for continuous measurements (e.g., permeability, clearance, half-life) or binary classification for categorical outcomes (e.g., BBB penetration, CYP inhibition). Dataset: bbb_martins. (1) The molecule is C[C@H](O)C1C(=O)N2C(C(=O)O)=C(S[C@@H]3CN[C@H](C(=O)N(C)C)C3)[C@H](C)C12.O.O.O. The result is 0 (does not penetrate BBB). (2) The result is 1 (penetrates BBB). The molecule is CCN(CC)C(=O)c1cccnc1. (3) The drug is CCN(CC)CC(=O)Nc1c(C)cccc1C. The result is 1 (penetrates BBB). (4) The molecule is CCS(=O)(=O)c1ccc(F)cc1. The result is 1 (penetrates BBB). (5) The molecule is c1cnc(N2CCN(Cc3ccc4c(c3)OCO4)CC2)nc1. The result is 1 (penetrates BBB).